Task: Predict the product of the given reaction.. Dataset: Forward reaction prediction with 1.9M reactions from USPTO patents (1976-2016) (1) Given the reactants C(Cl)(=O)C(Cl)=O.[N+:7]([C:10]1[CH:11]=[N:12][N:13]([CH2:15][C:16]([OH:18])=O)[CH:14]=1)([O-:9])=[O:8].C(N(CC)CC)C.[CH:26]([NH2:29])([CH3:28])[CH3:27], predict the reaction product. The product is: [CH:26]([NH:29][C:16](=[O:18])[CH2:15][N:13]1[CH:14]=[C:10]([N+:7]([O-:9])=[O:8])[CH:11]=[N:12]1)([CH3:28])[CH3:27]. (2) Given the reactants [NH2:1][C:2]1[C:7]([C:8]#[N:9])=[CH:6][N:5]=[C:4](Cl)[N:3]=1.[OH:11][CH2:12][C:13]([CH3:27])([CH3:26])[CH2:14][NH:15][S:16]([C:19]1[CH:25]=[CH:24][C:22]([NH2:23])=[CH:21][CH:20]=1)(=[O:18])=[O:17], predict the reaction product. The product is: [NH2:1][C:2]1[C:7]([C:8]#[N:9])=[CH:6][N:5]=[C:4]([NH:23][C:22]2[CH:24]=[CH:25][C:19]([S:16](=[O:18])(=[O:17])[NH:15][CH2:14][C:13]([CH3:26])([CH3:27])[CH2:12][OH:11])=[CH:20][CH:21]=2)[N:3]=1. (3) Given the reactants [C:1]([O:5][C:6](=[O:33])[NH:7][C:8]1([C:12]2[CH:17]=[CH:16][C:15]([C:18]3[C:23]([C:24]4[CH:29]=[CH:28][CH:27]=[CH:26][CH:25]=4)=[CH:22][N:21]4[CH:30]=[CH:31][N:32]=[C:20]4[N:19]=3)=[CH:14][CH:13]=2)[CH2:11][CH2:10][CH2:9]1)([CH3:4])([CH3:3])[CH3:2].C1C(=O)N([Br:41])C(=O)C1, predict the reaction product. The product is: [C:1]([O:5][C:6](=[O:33])[NH:7][C:8]1([C:12]2[CH:13]=[CH:14][C:15]([C:18]3[C:23]([C:24]4[CH:29]=[CH:28][CH:27]=[CH:26][CH:25]=4)=[CH:22][N:21]4[C:30]([Br:41])=[CH:31][N:32]=[C:20]4[N:19]=3)=[CH:16][CH:17]=2)[CH2:11][CH2:10][CH2:9]1)([CH3:4])([CH3:2])[CH3:3]. (4) Given the reactants C(O[C@@H]1[C@H](OC(=O)C)[C@@H](COC(=O)C)O[C@H]1[N:19]1[CH:27]=[N:26][C:25]2[C:20]1=[N:21][C:22]([Cl:29])=[N:23][C:24]=2Cl)(=O)C.[C:30]1([CH:36]([CH3:43])[CH2:37][C:38]2[NH:39][CH:40]=[CH:41][N:42]=2)[CH:35]=[CH:34][CH:33]=[CH:32][CH:31]=1.C(Cl)(C)=O, predict the reaction product. The product is: [Cl:29][C:22]1[N:21]=[C:20]2[C:25]([NH:26][CH:27]=[N:19]2)=[C:24]([N:39]2[CH:40]=[CH:41][N:42]=[C:38]2[CH2:37][CH:36]([C:30]2[CH:35]=[CH:34][CH:33]=[CH:32][CH:31]=2)[CH3:43])[N:23]=1. (5) The product is: [C:11]([O:15][C:16]([N:18]1[CH2:23][CH2:22][CH2:21][CH:20]([CH:24]([NH2:37])[CH2:27][C:28]2[CH:33]=[CH:32][CH:31]=[C:30]([Cl:34])[CH:29]=2)[CH2:19]1)=[O:17])([CH3:14])([CH3:13])[CH3:12]. Given the reactants C[Si](C)(C)[N-][Si](C)(C)C.[Li+].[C:11]([O:15][C:16]([N:18]1[CH2:23][CH2:22][CH2:21][CH:20]([CH:24]=O)[CH2:19]1)=[O:17])([CH3:14])([CH3:13])[CH3:12].Br[CH2:27][C:28]1[CH:33]=[CH:32][CH:31]=[C:30]([Cl:34])[CH:29]=1.[Li].[Cl-].[NH4+:37], predict the reaction product.